From a dataset of Full USPTO retrosynthesis dataset with 1.9M reactions from patents (1976-2016). Predict the reactants needed to synthesize the given product. (1) Given the product [Cl:12][C:6]1[CH:5]=[C:4]([C:13]2[CH:18]=[CH:17][CH:16]=[CH:15][CH:14]=2)[CH:11]=[CH:10][C:7]=1[CH2:8][OH:9], predict the reactants needed to synthesize it. The reactants are: [Cl-].[Li+].Br[C:4]1[CH:11]=[CH:10][C:7]([CH2:8][OH:9])=[C:6]([Cl:12])[CH:5]=1.[C:13]1([Sn](CCCC)(CCCC)CCCC)[CH:18]=[CH:17][CH:16]=[CH:15][CH:14]=1.O. (2) Given the product [C:16]([C:12]1[C:11]([C:28]2[CH:29]=[CH:30][C:25]([C:23]([N:22]([CH3:34])[CH3:21])=[O:24])=[CH:26][CH:27]=2)=[C:10]([OH:9])[N:14]([CH3:15])[N:13]=1)([CH3:17])([CH3:18])[CH3:19], predict the reactants needed to synthesize it. The reactants are: C([O:9][C:10]1[N:14]([CH3:15])[N:13]=[C:12]([C:16]([CH3:19])([CH3:18])[CH3:17])[C:11]=1Br)(=O)C1C=CC=CC=1.[CH3:21][N:22]([CH3:34])[C:23]([C:25]1[CH:30]=[CH:29][C:28](B(O)O)=[CH:27][CH:26]=1)=[O:24].C(=O)(O)[O-].[Na+]. (3) Given the product [C:18]1([N:13]2[C:12]([C:33]3[CH:38]=[CH:37][C:36]([CH3:39])=[CH:35][CH:34]=3)=[C:11]3[C:15]([CH2:16][CH2:17][NH:8][CH2:9][CH2:10]3)=[N:14]2)[CH:19]=[CH:20][CH:21]=[CH:22][CH:23]=1, predict the reactants needed to synthesize it. The reactants are: C(OC([N:8]1[CH2:17][CH2:16][C:15]2[C:11](=[C:12](OS(C(F)(F)F)(=O)=O)[N:13]([C:18]3[CH:23]=[CH:22][CH:21]=[CH:20][CH:19]=3)[N:14]=2)[CH2:10][CH2:9]1)=O)(C)(C)C.B(O)(O)[C:33]1[CH:34]=[CH:35][C:36]([CH3:39])=[CH:37][CH:38]=1. (4) Given the product [CH2:12]([S:14][C:4]1[C:9]([C:10]#[N:11])=[CH:8][N:7]=[CH:6][CH:5]=1)[CH3:13], predict the reactants needed to synthesize it. The reactants are: [H-].[Na+].Cl[C:4]1[C:9]([C:10]#[N:11])=[CH:8][N:7]=[CH:6][CH:5]=1.[CH2:12]([SH:14])[CH3:13].[Cl-].[Na+]. (5) Given the product [Cl:1][C:2]1[C:3]([NH:19][CH2:20][C@H:21]2[CH2:25][CH2:24][CH2:23][N:22]2[S:27]([CH3:26])(=[O:29])=[O:28])=[N:4][C:5]([NH:8][C:9]2[CH:10]=[N:11][N:12]([CH2:14][C:15]([NH:17][CH3:18])=[O:16])[CH:13]=2)=[N:6][CH:7]=1, predict the reactants needed to synthesize it. The reactants are: [Cl:1][C:2]1[C:3]([NH:19][CH2:20][C@H:21]2[CH2:25][CH2:24][CH2:23][NH:22]2)=[N:4][C:5]([NH:8][C:9]2[CH:10]=[N:11][N:12]([CH2:14][C:15]([NH:17][CH3:18])=[O:16])[CH:13]=2)=[N:6][CH:7]=1.[CH3:26][S:27](Cl)(=[O:29])=[O:28].C(N(CC)CC)C. (6) Given the product [C:22]1([CH2:21][CH2:20][C:19]([N:16]2[CH2:17][CH2:18][CH:13]([CH2:12][N:8]3[C:9]4[C:5](=[CH:4][C:3]([C:1]5[N:44]=[N:43][N:42]([CH2:45][Si:46]([CH3:49])([CH3:48])[CH3:47])[CH:2]=5)=[CH:11][CH:10]=4)[CH:6]=[CH:7]3)[CH2:14][CH2:15]2)=[O:28])[CH:23]=[CH:24][CH:25]=[CH:26][CH:27]=1, predict the reactants needed to synthesize it. The reactants are: [C:1]([C:3]1[CH:4]=[C:5]2[C:9](=[CH:10][CH:11]=1)[N:8]([CH2:12][CH:13]1[CH2:18][CH2:17][N:16]([C:19](=[O:28])[CH2:20][CH2:21][C:22]3[CH:27]=[CH:26][CH:25]=[CH:24][CH:23]=3)[CH2:15][CH2:14]1)[CH:7]=[CH:6]2)#[CH:2].O=C1O[C@H]([C@H](CO)O)C([O-])=C1O.[Na+].[N:42]([CH2:45][Si:46]([CH3:49])([CH3:48])[CH3:47])=[N+:43]=[N-:44].C(OCC)(=O)C.